Dataset: Reaction yield outcomes from USPTO patents with 853,638 reactions. Task: Predict the reaction yield, written as a fraction of the theoretical maximum amount of product (1.0 means a 100% yield; for example, 0.34 means a 34% yield). The reactants are [Cl:1][C:2]1[CH:7]=[CH:6][C:5]([C:8]2[C:14]3[C:15]([CH3:19])=[C:16]([CH3:18])[S:17][C:13]=3[N:12]3[C:20]([CH3:23])=[N:21][N:22]=[C:11]3[C@H:10]([CH2:24][C:25]([NH:27][CH2:28][CH2:29][CH2:30][N:31]3[CH2:36][CH2:35][NH:34][CH2:33][CH2:32]3)=[O:26])[N:9]=2)=[CH:4][CH:3]=1.[C:37]([O:41][C:42]([NH:44][CH2:45][CH2:46][CH2:47][CH2:48][CH2:49][C:50](O)=[O:51])=[O:43])([CH3:40])([CH3:39])[CH3:38].CCN(C(C)C)C(C)C.CN(C(ON1N=NC2C=CC=NC1=2)=[N+](C)C)C.F[P-](F)(F)(F)(F)F. The catalyst is CN(C=O)C.C(=O)(O)[O-].[Na+]. The product is [Cl:1][C:2]1[CH:3]=[CH:4][C:5]([C:8]2[C:14]3[C:15]([CH3:19])=[C:16]([CH3:18])[S:17][C:13]=3[N:12]3[C:20]([CH3:23])=[N:21][N:22]=[C:11]3[C@H:10]([CH2:24][C:25]([NH:27][CH2:28][CH2:29][CH2:30][N:31]3[CH2:32][CH2:33][N:34]([C:50](=[O:51])[CH2:49][CH2:48][CH2:47][CH2:46][CH2:45][NH:44][C:42](=[O:43])[O:41][C:37]([CH3:38])([CH3:39])[CH3:40])[CH2:35][CH2:36]3)=[O:26])[N:9]=2)=[CH:6][CH:7]=1. The yield is 0.940.